This data is from Forward reaction prediction with 1.9M reactions from USPTO patents (1976-2016). The task is: Predict the product of the given reaction. (1) Given the reactants Cl.Cl.[NH2:3][CH:4]([CH2:7][NH2:8])[C:5]#[N:6].C(N(CC)C(C)C)(C)C.Cl[C:19]([O:21][CH2:22][C:23]1[CH:28]=[CH:27][CH:26]=[CH:25][CH:24]=1)=[O:20].[C:29]([OH:35])([C:31]([F:34])([F:33])[F:32])=[O:30], predict the reaction product. The product is: [F:32][C:31]([F:34])([F:33])[C:29]([OH:35])=[O:30].[NH2:3][CH:4]([C:7]#[N:8])[CH2:5][NH:6][C:19](=[O:20])[O:21][CH2:22][C:23]1[CH:28]=[CH:27][CH:26]=[CH:25][CH:24]=1. (2) Given the reactants Cl.[F:2][C:3]1[CH:17]=[CH:16][C:6]2[C:7]([CH:10]3[CH2:15][CH2:14][NH:13][CH2:12][CH2:11]3)=[N:8][O:9][C:5]=2[CH:4]=1.Cl[CH2:19][CH2:20][C:21]1[C:26](=[O:27])[N:25]2[CH2:28][CH2:29][CH2:30][CH:31]([OH:32])[C:24]2=[N:23][C:22]=1[CH3:33].C(=O)([O-])[O-].[Na+].[Na+], predict the reaction product. The product is: [CH3:33][C:22]1[N:23]=[C:24]2[N:25]([CH2:28][CH2:29][CH2:30][CH:31]2[OH:32])[C:26](=[O:27])[C:21]=1[CH2:20][CH2:19][N:13]1[CH2:12][CH2:11][CH:10]([C:7]2[C:6]3[CH:16]=[CH:17][C:3]([F:2])=[CH:4][C:5]=3[O:9][N:8]=2)[CH2:15][CH2:14]1. (3) Given the reactants [F:1][C:2]1[CH:28]=[CH:27][C:5]([O:6][C:7]2[CH:12]=[CH:11][C:10]([S:13]([NH:16][CH2:17][CH2:18][C:19]3[CH:24]=[CH:23][CH:22]=[CH:21][C:20]=3[O:25]C)(=[O:15])=[O:14])=[CH:9][CH:8]=2)=[CH:4][CH:3]=1.B(Br)(Br)Br.O, predict the reaction product. The product is: [F:1][C:2]1[CH:28]=[CH:27][C:5]([O:6][C:7]2[CH:12]=[CH:11][C:10]([S:13]([NH:16][CH2:17][CH2:18][C:19]3[CH:24]=[CH:23][CH:22]=[CH:21][C:20]=3[OH:25])(=[O:15])=[O:14])=[CH:9][CH:8]=2)=[CH:4][CH:3]=1. (4) Given the reactants C([N:8]1[CH2:12][C@H:11]([C:13]2[CH:18]=[CH:17][C:16]([Cl:19])=[C:15]([Cl:20])[CH:14]=2)[C@@H:10]([C:21]([O:23][CH3:24])=[O:22])[CH2:9]1)C1C=CC=CC=1.CC(Cl)OC(Cl)=O, predict the reaction product. The product is: [ClH:19].[Cl:20][C:15]1[CH:14]=[C:13]([C@H:11]2[CH2:12][NH:8][CH2:9][C@@H:10]2[C:21]([O:23][CH3:24])=[O:22])[CH:18]=[CH:17][C:16]=1[Cl:19]. (5) Given the reactants C(OC(=O)[NH:7][CH2:8][CH2:9][O:10][C:11]1[CH:12]=[C:13]([C:25]2[NH:26][CH:27]=[CH:28][CH:29]=2)[C:14]2[C:15](=[O:24])[NH:16][C:17]3[C:22]=2[C:21]=1[C:20]([F:23])=[CH:19][CH:18]=3)(C)(C)C.FC(F)(F)C(O)=O, predict the reaction product. The product is: [NH2:7][CH2:8][CH2:9][O:10][C:11]1[CH:12]=[C:13]([C:25]2[NH:26][CH:27]=[CH:28][CH:29]=2)[C:14]2[C:15](=[O:24])[NH:16][C:17]3[C:22]=2[C:21]=1[C:20]([F:23])=[CH:19][CH:18]=3. (6) Given the reactants [Cl:1][C:2]1[CH:3]=[C:4](CC#N)[CH:5]=[CH:6][C:7]=1[S:8][CH3:9].[C:13]([O:16]C(C)C)(=[O:15])[CH3:14], predict the reaction product. The product is: [Cl:1][C:2]1[CH:3]=[C:4]([CH2:14][C:13]([OH:16])=[O:15])[CH:5]=[CH:6][C:7]=1[S:8][CH3:9]. (7) The product is: [CH3:11][C:9]1[CH2:8][CH2:7][C@@H:1]([C:3](=[O:4])[CH2:5][CH3:6])[CH2:2][CH:10]=1. Given the reactants [CH:1]([C:3]([CH2:5][CH3:6])=[O:4])=[CH2:2].[CH2:7]=[CH:8][C:9](=[CH2:11])[CH3:10].Cl(O)(=O)(=O)=O.C([C@@H]1N[C@H](C2OC(C)=CC=2)N(C)C1=O)C1C=CC=CC=1, predict the reaction product. (8) The product is: [Br:1][C:2]1[CH:7]=[CH:6][C:5]2[CH2:8][CH2:9][CH:10]3[CH:11]([C:4]=2[CH:3]=1)[C:16]1[CH:17]=[C:18]([Br:21])[CH:19]=[CH:20][C:15]=1[CH2:14][CH2:13]3. Given the reactants [Br:1][C:2]1[CH:7]=[CH:6][C:5]([CH2:8][CH2:9][C:10]2([CH2:13][CH2:14][C:15]3[CH:20]=[CH:19][C:18]([Br:21])=[CH:17][CH:16]=3)O[CH2:11]2)=[CH:4][CH:3]=1, predict the reaction product.